Task: Predict the product of the given reaction.. Dataset: Forward reaction prediction with 1.9M reactions from USPTO patents (1976-2016) (1) Given the reactants OC[C:3]1[CH:4]=[C:5]([CH:19]=[CH:20][C:21]=1[C:22]1[CH:27]=[CH:26][N:25]=[C:24]2[NH:28][C:29]([C:31]3[CH:32]=[N:33][N:34]([CH3:36])[CH:35]=3)=[N:30][C:23]=12)[CH2:6][NH:7][C:8]([C:10]1[O:14][N:13]=[C:12]([C:15]([CH3:18])([CH3:17])[CH3:16])[N:11]=1)=[O:9].[F:37]C1C=C(C2C=CN=C3NC(C4C=NN(C)C=4)=NC=23)C=CC=1CN.C(C1N=C(C(O)=O)ON=1)(C)(C)C.C1CN([P+](Br)(N2CCCC2)N2CCCC2)CC1.F[P-](F)(F)(F)(F)F.CN(C=O)C.CCN(C(C)C)C(C)C, predict the reaction product. The product is: [F:37][C:4]1[CH:3]=[C:21]([C:22]2[CH:27]=[CH:26][N:25]=[C:24]3[NH:28][C:29]([C:31]4[CH:32]=[N:33][N:34]([CH3:36])[CH:35]=4)=[N:30][C:23]=23)[CH:20]=[CH:19][C:5]=1[CH2:6][NH:7][C:8]([C:10]1[O:14][N:13]=[C:12]([C:15]([CH3:17])([CH3:18])[CH3:16])[N:11]=1)=[O:9]. (2) Given the reactants O.[C:2]([OH:6])(=[O:5])[CH:3]=[O:4].[P:7]([O-:14])([O:11][CH2:12][CH3:13])[O:8][CH2:9][CH3:10].N1C=CC=CC=1.[C:21](Cl)(=[O:23])[CH3:22], predict the reaction product. The product is: [C:21]([O:4][CH:3]([P:7]([O:11][CH2:12][CH3:13])([O:8][CH2:9][CH3:10])=[O:14])[C:2]([OH:6])=[O:5])(=[O:23])[CH3:22]. (3) Given the reactants [CH2:1]([O:3][C:4](=[O:45])[C@@H:5]([NH:37]C(OC(C)(C)C)=O)[CH2:6][CH2:7][C:8](=[O:36])[NH:9][C:10]1[C:15]([C:16]2[O:20][N:19]=[C:18]([CH2:21][C:22]3[CH:27]=[CH:26][C:25]([CH2:28][O:29][C:30]4[CH:35]=[CH:34][CH:33]=[CH:32][N:31]=4)=[CH:24][CH:23]=3)[CH:17]=2)=[CH:14][CH:13]=[CH:12][N:11]=1)[CH3:2].FC(F)(F)C(O)=O, predict the reaction product. The product is: [CH2:1]([O:3][C:4](=[O:45])[C@@H:5]([NH2:37])[CH2:6][CH2:7][C:8](=[O:36])[NH:9][C:10]1[C:15]([C:16]2[O:20][N:19]=[C:18]([CH2:21][C:22]3[CH:23]=[CH:24][C:25]([CH2:28][O:29][C:30]4[CH:35]=[CH:34][CH:33]=[CH:32][N:31]=4)=[CH:26][CH:27]=3)[CH:17]=2)=[CH:14][CH:13]=[CH:12][N:11]=1)[CH3:2]. (4) The product is: [CH2:1]([O:5][CH2:6][CH2:7][O:8][C:9]1[CH:14]=[CH:13][C:12]([C:15]2[CH:16]=[CH:17][C:18]3[NH:24][CH2:23][CH2:22][C:21]([C:31]([NH:33][C:34]4[CH:39]=[CH:38][C:37]([CH:40]([OH:48])[C:41]5[CH:46]=[CH:45][CH:44]=[CH:43][N+:42]=5[O-:47])=[C:36]([O:49][CH2:50][C:51]([F:54])([F:52])[F:53])[CH:35]=4)=[O:32])=[CH:20][C:19]=3[CH:55]=2)=[CH:11][CH:10]=1)[CH2:2][CH2:3][CH3:4]. Given the reactants [CH2:1]([O:5][CH2:6][CH2:7][O:8][C:9]1[CH:14]=[CH:13][C:12]([C:15]2[CH:16]=[CH:17][C:18]3[N:24](C(=O)C(F)(F)F)[CH2:23][CH2:22][C:21]([C:31]([NH:33][C:34]4[CH:39]=[CH:38][C:37]([CH:40]([OH:48])[C:41]5[CH:46]=[CH:45][CH:44]=[CH:43][N+:42]=5[O-:47])=[C:36]([O:49][CH2:50][C:51]([F:54])([F:53])[F:52])[CH:35]=4)=[O:32])=[CH:20][C:19]=3[CH:55]=2)=[CH:11][CH:10]=1)[CH2:2][CH2:3][CH3:4].[BH4-].[Na+], predict the reaction product.